This data is from Forward reaction prediction with 1.9M reactions from USPTO patents (1976-2016). The task is: Predict the product of the given reaction. The product is: [C:15]([SiH2:14][O:13][C:12]([CH3:19])([CH3:20])[C:8]1[N:7]=[C:6]([C@@H:4]([NH2:1])[CH3:5])[CH:11]=[CH:10][CH:9]=1)([CH3:18])([CH3:16])[CH3:17]. Given the reactants [N:1]([C@H:4]([C:6]1[CH:11]=[CH:10][CH:9]=[C:8]([C:12]([CH3:20])([CH3:19])[O:13][SiH2:14][C:15]([CH3:18])([CH3:17])[CH3:16])[N:7]=1)[CH3:5])=[N+]=[N-], predict the reaction product.